This data is from Reaction yield outcomes from USPTO patents with 853,638 reactions. The task is: Predict the reaction yield, written as a fraction of the theoretical maximum amount of product (1.0 means a 100% yield; for example, 0.34 means a 34% yield). The reactants are FC(F)(F)C(O)=O.[Cl:8][C:9]1[CH:10]=[C:11]([CH:16]2[C:20]([C:23]3[CH:28]=[CH:27][C:26]([Cl:29])=[CH:25][C:24]=3[F:30])([C:21]#[N:22])[CH:19]([CH2:31][C:32]([CH3:35])([CH3:34])[CH3:33])[NH:18][CH:17]2[C:36](O)=[O:37])[CH:12]=[C:13]([F:15])[CH:14]=1.CC1(C)[O:44][C@@H:43]([CH2:45][CH2:46][NH2:47])[CH2:42][O:41]1.CN(C(ON1N=NC2C=CC=NC1=2)=[N+](C)C)C.F[P-](F)(F)(F)(F)F.CCN(C(C)C)C(C)C.Cl. The catalyst is C(Cl)Cl.O1CCCC1. The product is [OH:44][C@H:43]([CH2:42][OH:41])[CH2:45][CH2:46][NH:47][C:36]([CH:17]1[CH:16]([C:11]2[CH:12]=[C:13]([F:15])[CH:14]=[C:9]([Cl:8])[CH:10]=2)[C:20]([C:23]2[CH:28]=[CH:27][C:26]([Cl:29])=[CH:25][C:24]=2[F:30])([C:21]#[N:22])[CH:19]([CH2:31][C:32]([CH3:35])([CH3:33])[CH3:34])[NH:18]1)=[O:37]. The yield is 0.350.